Dataset: Full USPTO retrosynthesis dataset with 1.9M reactions from patents (1976-2016). Task: Predict the reactants needed to synthesize the given product. (1) The reactants are: [C:1]([O:5][C:6](=[O:19])[NH:7][CH2:8][C@@H:9]1[CH2:11][C@H:10]1[C:12]1[CH:17]=[CH:16][CH:15]=[CH:14][C:13]=1Br)([CH3:4])([CH3:3])[CH3:2].[Cl:20][C:21]1[CH:26]=[CH:25][C:24](B(O)O)=[CH:23][CH:22]=1.C([O-])([O-])=O.[K+].[K+]. Given the product [C:1]([O:5][C:6](=[O:19])[NH:7][CH2:8][C@@H:9]1[CH2:11][C@H:10]1[C:12]1[CH:17]=[CH:16][CH:15]=[CH:14][C:13]=1[C:24]1[CH:25]=[CH:26][C:21]([Cl:20])=[CH:22][CH:23]=1)([CH3:4])([CH3:3])[CH3:2], predict the reactants needed to synthesize it. (2) Given the product [O:15]1[CH:16]=[C:12]([CH2:11][CH2:10][OH:9])[C:13]2[CH:24]=[CH:23][C:22]3[C:17]([C:14]1=2)=[CH:18][CH:19]=[CH:20][CH:21]=3, predict the reactants needed to synthesize it. The reactants are: [H-].[H-].[H-].[H-].[Li+].[Al+3].C([O:9][C:10](=O)[CH2:11][C:12]1[C:13]2[CH:24]=[CH:23][C:22]3[C:17](=[CH:18][CH:19]=[CH:20][CH:21]=3)[C:14]=2[O:15][CH:16]=1)C. (3) Given the product [O:1]1[CH2:5][CH2:4][O:3][CH:2]1[CH2:6][CH2:7][CH2:8][NH:9][CH:12]([CH3:13])[CH2:11][C:10]#[N:14], predict the reactants needed to synthesize it. The reactants are: [O:1]1[CH2:5][CH2:4][O:3][CH:2]1[CH2:6][CH2:7][CH2:8][NH2:9].[C:10](#[N:14])/[CH:11]=[CH:12]/[CH3:13]. (4) Given the product [Si:20]([O:10][C:8]([CH3:11])([CH3:9])[CH2:7][N:5]1[CH:6]=[C:2]([I:1])[N:3]=[CH:4]1)([C:23]([CH3:26])([CH3:25])[CH3:24])([CH3:22])[CH3:21], predict the reactants needed to synthesize it. The reactants are: [I:1][C:2]1[N:3]=[CH:4][N:5]([CH2:7][C:8]([CH3:11])([OH:10])[CH3:9])[CH:6]=1.O([Si:20]([C:23]([CH3:26])([CH3:25])[CH3:24])([CH3:22])[CH3:21])S(C(F)(F)F)(=O)=O.